This data is from Forward reaction prediction with 1.9M reactions from USPTO patents (1976-2016). The task is: Predict the product of the given reaction. (1) Given the reactants [F:1][C:2]1[CH:7]=[CH:6][C:5]([N+:8]([O-:10])=[O:9])=[CH:4][C:3]=1[CH2:11][OH:12].[O:13]1[CH:18]=[CH:17][CH2:16][CH2:15][CH2:14]1, predict the reaction product. The product is: [F:1][C:2]1[CH:7]=[CH:6][C:5]([N+:8]([O-:10])=[O:9])=[CH:4][C:3]=1[CH2:11][O:12][CH:14]1[CH2:15][CH2:16][CH2:17][CH2:18][O:13]1. (2) Given the reactants C([O:3][C:4](=O)[C:5]1[CH:10]=[CH:9][C:8]([C:11]2[CH:16]=[CH:15][C:14]([O:17][C:18]([F:21])([F:20])[F:19])=[CH:13][CH:12]=2)=[N:7][C:6]=1[C:22]([F:25])([F:24])[F:23])C.[H-].[Al+3].[Li+].[H-].[H-].[H-], predict the reaction product. The product is: [F:21][C:18]([F:19])([F:20])[O:17][C:14]1[CH:15]=[CH:16][C:11]([C:8]2[N:7]=[C:6]([C:22]([F:23])([F:24])[F:25])[C:5]([CH2:4][OH:3])=[CH:10][CH:9]=2)=[CH:12][CH:13]=1. (3) Given the reactants [F:1][C:2]1[CH:17]=[CH:16][CH:15]=[CH:14][C:3]=1[CH2:4][C:5]1[C:13]2[C:8](=[N:9][CH:10]=[CH:11][N:12]=2)[NH:7][N:6]=1.Cl[C:19]1[N:24]=[C:23]([NH2:25])[N:22]=[C:21]([NH2:26])[N:20]=1.C1(P(C2CCCCC2)C2C=CC=CC=2C2C(C(C)C)=CC(C(C)C)=CC=2C(C)C)CCCCC1.C(=O)([O-])[O-].[Cs+].[Cs+], predict the reaction product. The product is: [F:1][C:2]1[CH:17]=[CH:16][CH:15]=[CH:14][C:3]=1[CH2:4][C:5]1[C:13]2[C:8](=[N:9][CH:10]=[CH:11][N:12]=2)[N:7]([C:19]2[N:24]=[C:23]([NH2:25])[N:22]=[C:21]([NH2:26])[N:20]=2)[N:6]=1. (4) Given the reactants [S:1]1[C:5]2[CH:6]=[CH:7][CH:8]=[CH:9][C:4]=2[N:3]=[C:2]1[O:10][C:11]1[CH:12]=[C:13]2[C:17](=[CH:18][CH:19]=1)[NH:16][C:15]([C:20]([N:22]1[CH2:27][CH2:26][CH2:25][CH2:24][CH2:23]1)=O)=[CH:14]2.[H-].[H-].[H-].[H-].[Li+].[Al+3].O, predict the reaction product. The product is: [N:22]1([CH2:20][C:15]2[NH:16][C:17]3[C:13]([CH:14]=2)=[CH:12][C:11]([O:10][C:2]2[S:1][C:5]4[CH:6]=[CH:7][CH:8]=[CH:9][C:4]=4[N:3]=2)=[CH:19][CH:18]=3)[CH2:27][CH2:26][CH2:25][CH2:24][CH2:23]1. (5) The product is: [ClH:40].[NH2:30][CH2:29][C:28]([N:23]1[CH2:22][CH2:21][C:20]2[C:25](=[CH:26][CH:27]=[C:18]([C:15]3[N:14]=[C:13]([C:5]4[CH:6]=[CH:7][C:8]([O:9][CH:10]([CH3:12])[CH3:11])=[C:3]([CH:4]=4)[C:1]#[N:2])[O:17][N:16]=3)[C:19]=2[CH3:39])[CH2:24]1)=[O:38]. Given the reactants [C:1]([C:3]1[CH:4]=[C:5]([C:13]2[O:17][N:16]=[C:15]([C:18]3[C:19]([CH3:39])=[C:20]4[C:25](=[CH:26][CH:27]=3)[CH2:24][N:23]([C:28](=[O:38])[CH2:29][NH:30]C(=O)OC(C)(C)C)[CH2:22][CH2:21]4)[N:14]=2)[CH:6]=[CH:7][C:8]=1[O:9][CH:10]([CH3:12])[CH3:11])#[N:2].[ClH:40], predict the reaction product.